Dataset: Catalyst prediction with 721,799 reactions and 888 catalyst types from USPTO. Task: Predict which catalyst facilitates the given reaction. (1) Reactant: [NH2:1][C:2]1[CH:3]=[C:4]([CH:7]=[CH:8][C:9]=1[NH:10][CH3:11])[C:5]#[N:6].[NH2:12][C:13]1[S:14][C:15]2[CH:21]=[C:20]([O:22][C:23]([F:26])([F:25])[F:24])[CH:19]=[CH:18][C:16]=2[N:17]=1.[C:27](N1C=CN=C1)(N1C=CN=C1)=S. Product: [CH3:11][N:10]1[C:9]2[CH:8]=[CH:7][C:4]([C:5]#[N:6])=[CH:3][C:2]=2[N:1]=[C:27]1[NH:12][C:13]1[S:14][C:15]2[CH:21]=[C:20]([O:22][C:23]([F:26])([F:24])[F:25])[CH:19]=[CH:18][C:16]=2[N:17]=1. The catalyst class is: 344. (2) Reactant: C([O:3][C:4](=[O:40])[C:5]([O:8][C:9]1[CH:14]=[CH:13][C:12]([O:15][CH2:16][CH:17]([CH3:39])[CH2:18][O:19][C:20]2[CH:25]=[CH:24][C:23]([O:26][C:27]([F:30])([F:29])[F:28])=[CH:22][C:21]=2[C:31](=[O:38])[C:32]2[CH:37]=[CH:36][CH:35]=[CH:34][CH:33]=2)=[CH:11][CH:10]=1)([CH3:7])[CH3:6])C.[OH-].[Na+]. Product: [C:31]([C:21]1[CH:22]=[C:23]([O:26][C:27]([F:28])([F:29])[F:30])[CH:24]=[CH:25][C:20]=1[O:19][CH2:18][CH:17]([CH3:39])[CH2:16][O:15][C:12]1[CH:11]=[CH:10][C:9]([O:8][C:5]([CH3:7])([CH3:6])[C:4]([OH:40])=[O:3])=[CH:14][CH:13]=1)(=[O:38])[C:32]1[CH:33]=[CH:34][CH:35]=[CH:36][CH:37]=1. The catalyst class is: 8. (3) Product: [CH3:23][O:24][C:25]1[CH:31]=[CH:30][C:29]([O:32][CH3:33])=[CH:28][C:26]=1[NH:27][C:2]1[C:3]([NH:12][S:13]([C:16]2[CH:21]=[CH:20][CH:19]=[C:18]([F:22])[CH:17]=2)(=[O:15])=[O:14])=[N:4][C:5]2[C:10]([N:11]=1)=[CH:9][CH:8]=[CH:7][CH:6]=2. The catalyst class is: 14. Reactant: Cl[C:2]1[C:3]([NH:12][S:13]([C:16]2[CH:21]=[CH:20][CH:19]=[C:18]([F:22])[CH:17]=2)(=[O:15])=[O:14])=[N:4][C:5]2[C:10]([N:11]=1)=[CH:9][CH:8]=[CH:7][CH:6]=2.[CH3:23][O:24][C:25]1[CH:31]=[CH:30][C:29]([O:32][CH3:33])=[CH:28][C:26]=1[NH2:27]. (4) Reactant: Cl[C:2]1[CH:3]=[C:4]([C:32]2[CH:37]=[CH:36][C:35]([C:38]([OH:40])=O)=[CH:34][CH:33]=2)[CH:5]=[CH:6][C:7]=1[CH2:8][C@@H:9]1[CH2:13][CH2:12][N:11]([N:14]2[CH2:19][CH2:18][CH:17]([O:20][Si:21]([CH:28]([CH3:30])[CH3:29])([CH:25]([CH3:27])[CH3:26])[CH:22]([CH3:24])[CH3:23])[CH2:16][CH2:15]2)[C:10]1=[O:31].C(N1C=CN=C1)(N1C=CN=C1)=O.[ClH:53].[F:54][C:55]([F:63])([F:62])[CH:56]1[CH2:61][CH2:60][NH:59][CH2:58][CH2:57]1.C(N(C(C)C)CC)(C)C. Product: [Cl:53][C:34]1[CH:33]=[C:32]([C:4]2[CH:5]=[CH:6][C:7]([CH2:8][C@@H:9]3[CH2:13][CH2:12][N:11]([N:14]4[CH2:15][CH2:16][CH:17]([O:20][Si:21]([CH:22]([CH3:23])[CH3:24])([CH:25]([CH3:26])[CH3:27])[CH:28]([CH3:30])[CH3:29])[CH2:18][CH2:19]4)[C:10]3=[O:31])=[CH:2][CH:3]=2)[CH:37]=[CH:36][C:35]=1[C:38]([N:59]1[CH2:60][CH2:61][CH:56]([C:55]([F:63])([F:62])[F:54])[CH2:57][CH2:58]1)=[O:40]. The catalyst class is: 124. (5) Reactant: [CH2:1]([O:3][C:4](=[O:23])[CH2:5][N:6]1[C:14]2[C:9](=[CH:10][C:11]([O:15][Si](C(C)(C)C)(C)C)=[CH:12][CH:13]=2)[CH:8]=[CH:7]1)[CH3:2].O.[F-].C([N+](CCCC)(CCCC)CCCC)CCC. Product: [CH2:1]([O:3][C:4](=[O:23])[CH2:5][N:6]1[C:14]2[C:9](=[CH:10][C:11]([OH:15])=[CH:12][CH:13]=2)[CH:8]=[CH:7]1)[CH3:2]. The catalyst class is: 116.